The task is: Predict which catalyst facilitates the given reaction.. This data is from Catalyst prediction with 721,799 reactions and 888 catalyst types from USPTO. (1) Reactant: [CH3:1][O:2][C:3]([CH3:8])([CH3:7])[CH2:4][CH2:5][OH:6].[C:9]1([CH3:19])[CH:14]=[CH:13][C:12]([S:15](Cl)(=[O:17])=[O:16])=[CH:11][CH:10]=1. Product: [CH3:19][C:9]1[CH:14]=[CH:13][C:12]([S:15]([O:6][CH2:5][CH2:4][C:3]([O:2][CH3:1])([CH3:8])[CH3:7])(=[O:17])=[O:16])=[CH:11][CH:10]=1. The catalyst class is: 2. (2) Reactant: [O:1]1[CH2:6][CH2:5][CH2:4][O:3][CH:2]1[C:7]1[C:8]2[N:9]([N:14]=[C:15]([C:17]([F:20])([F:19])[F:18])[CH:16]=2)[C:10](I)=[CH:11][CH:12]=1.C([Li])CCC.[CH:26](OCC)=[O:27].[Cl-].[NH4+]. Product: [O:1]1[CH2:6][CH2:5][CH2:4][O:3][CH:2]1[C:7]1[C:8]2[N:9]([N:14]=[C:15]([C:17]([F:20])([F:19])[F:18])[CH:16]=2)[C:10]([CH:26]=[O:27])=[CH:11][CH:12]=1. The catalyst class is: 134. (3) Reactant: C([Mg][Cl:9])[C:2]1[CH:7]=[CH:6][CH:5]=[CH:4][CH:3]=1.[CH3:10][N:11]([CH3:24])[C:12]1([C:22]#N)[CH2:21][CH2:20][C:15]2([O:19][CH2:18][CH2:17][O:16]2)[CH2:14][CH2:13]1.[Cl-].[NH4+].Cl[Si](C)(C)C. Product: [ClH:9].[CH3:10][N:11]([CH3:24])[C:12]1([CH2:22][C:2]2[CH:7]=[CH:6][CH:5]=[CH:4][CH:3]=2)[CH2:21][CH2:20][C:15]2([O:19][CH2:18][CH2:17][O:16]2)[CH2:14][CH2:13]1. The catalyst class is: 20. (4) Reactant: [F:1][C:2]1[CH:3]=[C:4]([C@@H:9]2[C:14]([C:15]([OH:17])=O)=[C:13]([CH2:18][O:19][CH3:20])[NH:12][C:11](=[O:21])[NH:10]2)[CH:5]=[CH:6][C:7]=1[F:8].C(Cl)CCl.CN1CCOCC1.[N+:33]([C:36]1[CH:37]=[C:38]([C:42]2[CH2:43][CH2:44][N:45]([CH2:48][CH2:49][CH2:50][NH2:51])[CH2:46][CH:47]=2)[CH:39]=[CH:40][CH:41]=1)([O-:35])=[O:34].O=C1NCC(C(N)=O)=CN1. Product: [F:1][C:2]1[CH:3]=[C:4]([C@@H:9]2[C:14]([C:15]([NH:51][CH2:50][CH2:49][CH2:48][N:45]3[CH2:44][CH:43]=[C:42]([C:38]4[CH:39]=[CH:40][CH:41]=[C:36]([N+:33]([O-:35])=[O:34])[CH:37]=4)[CH2:47][CH2:46]3)=[O:17])=[C:13]([CH2:18][O:19][CH3:20])[NH:12][C:11](=[O:21])[NH:10]2)[CH:5]=[CH:6][C:7]=1[F:8]. The catalyst class is: 4. (5) Reactant: [C:1]([O:5][C:6]([N:8]1[CH2:13][CH2:12][N:11]([C:14]2[C:19]([N+:20]([O-])=O)=[C:18]([NH:23][CH2:24][C:25]([O:27][CH2:28][CH3:29])=[O:26])[N:17]=[CH:16][N:15]=2)[CH2:10][CH2:9]1)=[O:7])([CH3:4])([CH3:3])[CH3:2]. Product: [C:1]([O:5][C:6]([N:8]1[CH2:9][CH2:10][N:11]([C:14]2[C:19]([NH2:20])=[C:18]([NH:23][CH2:24][C:25]([O:27][CH2:28][CH3:29])=[O:26])[N:17]=[CH:16][N:15]=2)[CH2:12][CH2:13]1)=[O:7])([CH3:4])([CH3:3])[CH3:2]. The catalyst class is: 19. (6) Reactant: [H-].[Na+].[OH:3][C@@H:4]([CH2:9][O:10][C@H:11]([CH3:15])[CH2:12][O:13][CH3:14])[C:5]([O:7][CH3:8])=[O:6].Cl[C:17]1[N:22]=[CH:21][N:20]=[C:19]2[N:23]([C:26]3[CH:31]=[CH:30][CH:29]=[CH:28][C:27]=3[Cl:32])[N:24]=[CH:25][C:18]=12.C(O)(=O)CC(CC(O)=O)(C(O)=O)O. Product: [Cl:32][C:27]1[CH:28]=[CH:29][CH:30]=[CH:31][C:26]=1[N:23]1[C:19]2=[N:20][CH:21]=[N:22][C:17]([O:3][C@@H:4]([CH2:9][O:10][C@H:11]([CH3:15])[CH2:12][O:13][CH3:14])[C:5]([O:7][CH3:8])=[O:6])=[C:18]2[CH:25]=[N:24]1. The catalyst class is: 56. (7) Reactant: [CH3:1][C:2]([CH2:10][CH2:11][CH2:12][CH:13]([CH3:25])[CH2:14][CH2:15][CH2:16][CH:17]([CH3:24])[CH2:18][CH2:19][CH2:20][CH:21]([CH3:23])[CH3:22])=[CH:3][CH2:4][CH2:5][C:6]([O:8][CH3:9])=[O:7].[CH2:26]([OH:33])[C@@H:27]([C@@H:29](CO)[OH:30])[OH:28].C(=O)([O-])[O-].[K+].[K+].C(O)=O. Product: [CH3:1][C:2]([CH2:10][CH2:11][CH2:12][CH:13]([CH3:25])[CH2:14][CH2:15][CH2:16][CH:17]([CH3:24])[CH2:18][CH2:19][CH2:20][CH:21]([CH3:23])[CH3:22])=[CH:3][CH2:4][CH2:5][C:6]([O:8][CH2:9][C@@H:26]([C@@H:27]([CH2:29][OH:30])[OH:28])[OH:33])=[O:7]. The catalyst class is: 9. (8) Reactant: [CH3:13][C:12]([O:11][C:9](O[C:9]([O:11][C:12]([CH3:15])([CH3:14])[CH3:13])=[O:10])=[O:10])([CH3:15])[CH3:14].[NH2:16][CH2:17][C:18]1[CH:23]=[CH:22][C:21]([CH2:24][OH:25])=[CH:20][CH:19]=1. Product: [C:12]([O:11][C:9](=[O:10])[NH:16][CH2:17][C:18]1[CH:23]=[CH:22][C:21]([CH2:24][OH:25])=[CH:20][CH:19]=1)([CH3:13])([CH3:14])[CH3:15]. The catalyst class is: 2.